This data is from Peptide-MHC class I binding affinity with 185,985 pairs from IEDB/IMGT. The task is: Regression. Given a peptide amino acid sequence and an MHC pseudo amino acid sequence, predict their binding affinity value. This is MHC class I binding data. (1) The peptide sequence is GPAFVRTKL. The MHC is HLA-A69:01 with pseudo-sequence HLA-A69:01. The binding affinity (normalized) is 0.0847. (2) The MHC is HLA-B44:02 with pseudo-sequence HLA-B44:02. The binding affinity (normalized) is 0.151. The peptide sequence is FDAWFSQRGG. (3) The peptide sequence is KAKIFTPEA. The MHC is HLA-A30:01 with pseudo-sequence HLA-A30:01. The binding affinity (normalized) is 0.788.